From a dataset of Catalyst prediction with 721,799 reactions and 888 catalyst types from USPTO. Predict which catalyst facilitates the given reaction. Reactant: [CH3:1][C:2]1[CH:6]=[C:5]([C:7]([O:9][CH2:10][CH3:11])=[O:8])[N:4]([C:12]2[C:17]([Cl:18])=[CH:16][C:15]([Cl:19])=[CH:14][C:13]=2[Cl:20])[N:3]=1.FC(F)(F)C(OC(=O)C(F)(F)F)=O.[N+:34]([O-])([O-:36])=[O:35].[NH4+].C(=O)([O-])[O-].[K+].[K+]. Product: [CH3:1][C:2]1[C:6]([N+:34]([O-:36])=[O:35])=[C:5]([C:7]([O:9][CH2:10][CH3:11])=[O:8])[N:4]([C:12]2[C:13]([Cl:20])=[CH:14][C:15]([Cl:19])=[CH:16][C:17]=2[Cl:18])[N:3]=1. The catalyst class is: 55.